Task: Regression. Given a peptide amino acid sequence and an MHC pseudo amino acid sequence, predict their binding affinity value. This is MHC class II binding data.. Dataset: Peptide-MHC class II binding affinity with 134,281 pairs from IEDB The peptide sequence is KKGMTTVLDFHPGAG. The MHC is HLA-DQA10201-DQB10402 with pseudo-sequence HLA-DQA10201-DQB10402. The binding affinity (normalized) is 0.330.